From a dataset of Forward reaction prediction with 1.9M reactions from USPTO patents (1976-2016). Predict the product of the given reaction. (1) Given the reactants C1C=CC(P(C2C=CC=CC=2)C2C=CC=CC=2)=CC=1.[NH2:20][C:21]1[CH:30]=[CH:29][C:28]2[C:23](=[C:24]([OH:31])[CH:25]=[CH:26][CH:27]=2)[N:22]=1.[CH:32]1[CH:37]=[CH:36][C:35]([CH2:38]OC(/N=N/C(O[CH2:38][C:35]2[CH:36]=[CH:37][CH:32]=[CH:33][CH:34]=2)=O)=O)=[CH:34][CH:33]=1.CCC(O)CCCC, predict the reaction product. The product is: [CH2:37]([CH:32]([O:31][C:24]1[CH:25]=[CH:26][CH:27]=[C:28]2[C:23]=1[N:22]=[C:21]([NH2:20])[CH:30]=[CH:29]2)[CH2:33][CH2:34][CH2:35][CH3:38])[CH3:36]. (2) Given the reactants [Br:1][C:2]1[C:3](Cl)=[N:4][C:5]([Cl:8])=[N:6][CH:7]=1.[OH-:10].[Na+].Cl, predict the reaction product. The product is: [Br:1][C:2]1[C:3]([OH:10])=[N:4][C:5]([Cl:8])=[N:6][CH:7]=1. (3) Given the reactants [CH2:1]([C@@H:8]1[CH2:13][N:12]([C:14]([O:16][C:17]([CH3:20])([CH3:19])[CH3:18])=[O:15])[CH2:11][CH2:10][N:9]1[C:21]([C:23]1[N:24]=[CH:25][N:26]([C@H:34]2[CH2:39][CH2:38][CH2:37][CH2:36][C:35]2([CH2:41][C:42]([OH:44])=O)[OH:40])[C:27]=1[C:28]1[CH:33]=[CH:32][CH:31]=[CH:30][CH:29]=1)=[O:22])[C:2]1[CH:7]=[CH:6][CH:5]=[CH:4][CH:3]=1.CN.C[CH2:48][N:49]=C=NCCCN(C)C.Cl.C1C=CC2N(O)N=NC=2C=1.C(=O)([O-])O.[Na+], predict the reaction product. The product is: [CH2:1]([C@H:8]1[N:9]([C:21]([C:23]2[N:24]=[CH:25][N:26]([C@H:34]3[CH2:39][CH2:38][CH2:37][CH2:36][C:35]3([OH:40])[CH2:41][C:42]([NH:49][CH3:48])=[O:44])[C:27]=2[C:28]2[CH:29]=[CH:30][CH:31]=[CH:32][CH:33]=2)=[O:22])[CH2:10][CH2:11][N:12]([C:14]([O:16][C:17]([CH3:19])([CH3:20])[CH3:18])=[O:15])[CH2:13]1)[C:2]1[CH:7]=[CH:6][CH:5]=[CH:4][CH:3]=1. (4) Given the reactants O1[C:5]2([CH2:10][CH2:9][N:8]([C:11]3[CH:22]=[CH:21][C:14]([CH2:15][N:16]([OH:20])[C:17]([NH2:19])=[O:18])=[CH:13][CH:12]=3)[CH2:7][CH2:6]2)[O:4]CC1.[OH-].[NH4+], predict the reaction product. The product is: [OH:20][N:16]([CH2:15][C:14]1[CH:13]=[CH:12][C:11]([N:8]2[CH2:7][CH2:6][C:5](=[O:4])[CH2:10][CH2:9]2)=[CH:22][CH:21]=1)[C:17]([NH2:19])=[O:18]. (5) Given the reactants [Cl:1][C:2]1[CH:3]=[C:4]2[C:9](=[CH:10][C:11]=1[OH:12])[NH:8][C:7](=[O:13])[C:6]([CH2:14][NH:15][C:16]1[CH:23]=[CH:22][C:19]([C:20]#[N:21])=[C:18]([O:24][CH3:25])[CH:17]=1)=[CH:5]2.[N:26]1[CH:31]=[CH:30][CH:29]=[C:28]([CH2:32]O)[CH:27]=1.C1(P(C2C=CC=CC=2)C2C=CC=CC=2)C=CC=CC=1.N(/C(OC(C)C)=O)=N\C(OC(C)C)=O, predict the reaction product. The product is: [Cl:1][C:2]1[CH:3]=[C:4]2[C:9](=[CH:10][C:11]=1[O:12][CH2:32][C:28]1[CH:27]=[N:26][CH:31]=[CH:30][CH:29]=1)[NH:8][C:7](=[O:13])[C:6]([CH2:14][NH:15][C:16]1[CH:23]=[CH:22][C:19]([C:20]#[N:21])=[C:18]([O:24][CH3:25])[CH:17]=1)=[CH:5]2. (6) The product is: [OH:14][C:9]1[C:10]([CH3:13])=[CH:11][C:12]2[C:3]([CH2:4][C:5]([OH:15])=[O:17])=[CH:2][O:6][C:7]=2[CH:8]=1. Given the reactants Cl[CH2:2][C:3]1[C:12]2[C:7](=[CH:8][C:9]([OH:14])=[C:10]([CH3:13])[CH:11]=2)[O:6][C:5](=[O:15])[CH:4]=1.S(=O)(=O)(O)[OH:17], predict the reaction product. (7) Given the reactants C(OC([NH:11][CH2:12][CH2:13][CH:14]([P:16](=[O:23])([O:20][CH2:21][CH3:22])[O:17][CH2:18][CH3:19])[OH:15])=O)C1C=CC=CC=1, predict the reaction product. The product is: [NH2:11][CH2:12][CH2:13][CH:14]([P:16](=[O:23])([O:17][CH2:18][CH3:19])[O:20][CH2:21][CH3:22])[OH:15]. (8) Given the reactants [CH2:1]([NH:5][C:6](=O)[C:7]1[CH:12]=[C:11]([O:13][CH3:14])[C:10]([O:15][CH3:16])=[C:9]([O:17][CH3:18])[CH:8]=1)[CH2:2][CH2:3][CH3:4].C([O:22][C:23]([C:25]1[C:26]2[CH2:34][CH:33]([CH3:35])[CH2:32][CH2:31][C:27]=2[S:28][C:29]=1[NH2:30])=O)C, predict the reaction product. The product is: [CH2:1]([N:5]1[C:23](=[O:22])[C:25]2[C:26]3[CH2:34][CH:33]([CH3:35])[CH2:32][CH2:31][C:27]=3[S:28][C:29]=2[N:30]=[C:6]1[C:7]1[CH:12]=[C:11]([O:13][CH3:14])[C:10]([O:15][CH3:16])=[C:9]([O:17][CH3:18])[CH:8]=1)[CH2:2][CH2:3][CH3:4].